Dataset: Forward reaction prediction with 1.9M reactions from USPTO patents (1976-2016). Task: Predict the product of the given reaction. Given the reactants CN(C)[CH2:3][C:4]#[C:5][C:6]1[CH:7]=[C:8]([C@@H:12]2[C@@H:16]([C:17]3[CH:22]=[CH:21][CH:20]=[C:19]([F:23])[CH:18]=3)[O:15][C:14](=[O:24])[NH:13]2)[CH:9]=[N:10][CH:11]=1.BrC1C=C([C@@H]2[C@@H](C3C=CC=C(F)C=3)OC(=O)N2)C=NC=1.C(C1[CH2:53][CH2:52][C:51]([F:55])([F:54])[CH2:50][CH2:49]1)#C, predict the reaction product. The product is: [F:54][C:51]1([F:55])[CH2:52][CH2:53][CH:3]([C:4]#[C:5][C:6]2[CH:7]=[C:8]([C@@H:12]3[C@@H:16]([C:17]4[CH:22]=[CH:21][CH:20]=[C:19]([F:23])[CH:18]=4)[O:15][C:14](=[O:24])[NH:13]3)[CH:9]=[N:10][CH:11]=2)[CH2:49][CH2:50]1.